Dataset: Forward reaction prediction with 1.9M reactions from USPTO patents (1976-2016). Task: Predict the product of the given reaction. (1) Given the reactants [Cl:1][C:2]1[CH:9]=[C:8]([Cl:10])[CH:7]=[C:6]([CH3:11])[C:3]=1[C:4]#[N:5].Cl, predict the reaction product. The product is: [ClH:1].[Cl:1][C:2]1[CH:9]=[C:8]([Cl:10])[CH:7]=[C:6]([CH3:11])[C:3]=1[CH2:4][NH2:5]. (2) The product is: [CH3:1][C:2]1[CH:3]=[CH:4][C:5]([S:8]([O:11][CH2:12][CH:13]2[CH2:17][C:16]3[CH:18]=[CH:19][CH:20]=[C:21]([O:22][S:34]([C:33]([F:46])([F:45])[F:32])(=[O:36])=[O:35])[C:15]=3[O:14]2)(=[O:10])=[O:9])=[CH:6][CH:7]=1. Given the reactants [CH3:1][C:2]1[CH:7]=[CH:6][C:5]([S:8]([O:11][CH2:12][CH:13]2[CH2:17][C:16]3[CH:18]=[CH:19][CH:20]=[C:21]([OH:22])[C:15]=3[O:14]2)(=[O:10])=[O:9])=[CH:4][CH:3]=1.C(N(C(C)C)CC)(C)C.[F:32][C:33]([F:46])([F:45])[S:34](O[S:34]([C:33]([F:46])([F:45])[F:32])(=[O:36])=[O:35])(=[O:36])=[O:35].CC1C=CC(S(OC)(=O)=O)=CC=1, predict the reaction product. (3) Given the reactants Cl[C:2]1[N:3]=[C:4]([O:12]C)[C:5]2[C:10]([CH:11]=1)=[CH:9][CH:8]=[CH:7][CH:6]=2.[F:14][C:15]1[CH:20]=[CH:19][C:18]([SH:21])=[CH:17][CH:16]=1.C([O-])([O-])=O.[Cs+].[Cs+], predict the reaction product. The product is: [F:14][C:15]1[CH:20]=[CH:19][C:18]([S:21][C:2]2[N:3]=[C:4]([OH:12])[C:5]3[C:10]([CH:11]=2)=[CH:9][CH:8]=[CH:7][CH:6]=3)=[CH:17][CH:16]=1.